Dataset: Catalyst prediction with 721,799 reactions and 888 catalyst types from USPTO. Task: Predict which catalyst facilitates the given reaction. (1) Reactant: C([O:3][C:4](=O)[C:5]1[CH:10]=[CH:9][CH:8]=[C:7]([CH:11]2[CH2:16][CH2:15][CH2:14][CH:13]([NH:17][C@@H:18]([C:20]3[C:29]4[C:24](=[CH:25][CH:26]=[CH:27][CH:28]=4)[CH:23]=[CH:22][CH:21]=3)[CH3:19])[CH2:12]2)[CH:6]=1)C.[CH2:31]([CH2:33][NH2:34])[OH:32].C([O-])([O-])=O.[K+].[K+]. Product: [OH:32][CH2:31][CH2:33][NH:34][C:4](=[O:3])[C:5]1[CH:10]=[CH:9][CH:8]=[C:7]([CH:11]2[CH2:16][CH2:15][CH2:14][CH:13]([NH:17][C@@H:18]([C:20]3[C:29]4[C:24](=[CH:25][CH:26]=[CH:27][CH:28]=4)[CH:23]=[CH:22][CH:21]=3)[CH3:19])[CH2:12]2)[CH:6]=1. The catalyst class is: 23. (2) Reactant: [CH3:1][C:2]1([N:8]2[CH2:13][CH2:12][CH:11]([N:14]([C:21]3[CH:26]=[CH:25][CH:24]=[CH:23][CH:22]=3)[C:15]3[CH:20]=[CH:19][CH:18]=[CH:17][CH:16]=3)[CH2:10][CH2:9]2)[CH2:7][CH2:6][NH:5][CH2:4][CH2:3]1.[CH3:27][C:28]1[CH:33]=[C:32]([CH3:34])[CH:31]=[C:30]([CH3:35])[C:29]=1[S:36](Cl)(=[O:38])=[O:37].C(N(C(C)C)CC)(C)C. Product: [CH3:1][C:2]1([N:8]2[CH2:9][CH2:10][CH:11]([N:14]([C:15]3[CH:16]=[CH:17][CH:18]=[CH:19][CH:20]=3)[C:21]3[CH:26]=[CH:25][CH:24]=[CH:23][CH:22]=3)[CH2:12][CH2:13]2)[CH2:3][CH2:4][N:5]([S:36]([C:29]2[C:30]([CH3:35])=[CH:31][C:32]([CH3:34])=[CH:33][C:28]=2[CH3:27])(=[O:38])=[O:37])[CH2:6][CH2:7]1. The catalyst class is: 124.